Task: Predict the reaction yield, written as a fraction of the theoretical maximum amount of product (1.0 means a 100% yield; for example, 0.34 means a 34% yield).. Dataset: Reaction yield outcomes from USPTO patents with 853,638 reactions The product is [CH3:1][O:2][C:3]([NH:5][C@@H:6]([C@@H:7]([CH3:8])[CH2:9][CH3:10])[C:11]([N:13]1[C@@H:17]([CH3:18])[CH2:16][CH2:15][C@H:14]1[C:19]1[NH:20][C:21]([C:24]2[CH:29]=[C:28]3[CH2:30][O:31][C:32]4[CH:59]=[C:58]5[C:35]([CH:36]=[CH:37][C:38]6[N:42]=[C:41]([C@@H:43]7[CH2:47][C@H:46]([CH2:48][O:49][CH3:50])[CH2:45][N:44]7[C:51](=[O:53])[C@H:66]([NH:65][C:63](=[O:64])[O:62][CH3:61])[C:70]7[CH:75]=[CH:74][CH:73]=[CH:72][CH:71]=7)[NH:40][C:39]=65)=[CH:34][C:33]=4[C:27]3=[CH:26][CH:25]=2)=[CH:22][N:23]=1)=[O:12])=[O:4]. The yield is 0.410. The reactants are [CH3:1][O:2][C:3]([NH:5][C@H:6]([C:11]([N:13]1[C@@H:17]([CH3:18])[CH2:16][CH2:15][C@H:14]1[C:19]1[NH:20][C:21]([C:24]2[CH:29]=[C:28]3[CH2:30][O:31][C:32]4[CH:59]=[C:58]5[C:35]([CH:36]=[CH:37][C:38]6[N:42]=[C:41]([C@@H:43]7[CH2:47][C@H:46]([CH2:48][O:49][CH3:50])[CH2:45][N:44]7[C:51]([O:53]C(C)(C)C)=O)[NH:40][C:39]=65)=[CH:34][C:33]=4[C:27]3=[CH:26][CH:25]=2)=[CH:22][N:23]=1)=[O:12])[C@H:7]([CH2:9][CH3:10])[CH3:8])=[O:4].Cl.[CH3:61][O:62][C:63]([NH:65][C@H:66]([C:70]1[CH:75]=[CH:74][CH:73]=[CH:72][CH:71]=1)C(O)=O)=[O:64].CCN(C(C)C)C(C)C.CCOC(C(C#N)=NOC(N1CCOCC1)=[N+](C)C)=O.F[P-](F)(F)(F)(F)F. The catalyst is C(Cl)Cl.CO.